This data is from Full USPTO retrosynthesis dataset with 1.9M reactions from patents (1976-2016). The task is: Predict the reactants needed to synthesize the given product. (1) Given the product [Cl:1][C:2]1[CH:3]=[CH:4][C:5]([O:30][CH:31]([F:32])[F:33])=[C:6]([C:8]2[C:12]([NH:13][C:14]([C:16]3[CH:17]=[N:18][N:19]4[CH:24]=[CH:23][CH:22]=[N:21][C:20]=34)=[O:15])=[CH:11][N:10]([CH2:25]/[CH:26]=[CH:27]/[CH2:28][N:34]3[CH2:39][CH2:38][O:37][CH2:36][CH2:35]3)[N:9]=2)[CH:7]=1, predict the reactants needed to synthesize it. The reactants are: [Cl:1][C:2]1[CH:3]=[CH:4][C:5]([O:30][CH:31]([F:33])[F:32])=[C:6]([C:8]2[C:12]([NH:13][C:14]([C:16]3[CH:17]=[N:18][N:19]4[CH:24]=[CH:23][CH:22]=[N:21][C:20]=34)=[O:15])=[CH:11][N:10]([CH2:25]/[CH:26]=[CH:27]/[CH2:28]Cl)[N:9]=2)[CH:7]=1.[NH:34]1[CH2:39][CH2:38][O:37][CH2:36][CH2:35]1. (2) Given the product [CH3:34][NH:35][C:29](=[O:31])[C@H:28]([O:27][C:25]1[CH:24]=[CH:23][CH:22]=[C:21]2[C:26]=1[C:17]([NH:16][C:4]1[CH:5]=[CH:6][C:7]([O:8][CH2:9][C:10]3[CH:15]=[CH:14][CH:13]=[CH:12][N:11]=3)=[C:2]([CH3:1])[CH:3]=1)=[N:18][CH:19]=[N:20]2)[CH3:33], predict the reactants needed to synthesize it. The reactants are: [CH3:1][C:2]1[CH:3]=[C:4]([NH:16][C:17]2[C:26]3[C:21](=[CH:22][CH:23]=[CH:24][C:25]=3[O:27][C@H:28]([CH3:33])[C:29]([O:31]C)=O)[N:20]=[CH:19][N:18]=2)[CH:5]=[CH:6][C:7]=1[O:8][CH2:9][C:10]1[CH:15]=[CH:14][CH:13]=[CH:12][N:11]=1.[CH3:34][NH2:35].